This data is from Catalyst prediction with 721,799 reactions and 888 catalyst types from USPTO. The task is: Predict which catalyst facilitates the given reaction. Reactant: [F:1][C:2]1[CH:16]=[CH:15][CH:14]=[CH:13][C:3]=1[CH2:4][NH:5]/[N:6]=[CH:7]/[C:8]([O:10][CH2:11][CH3:12])=[O:9].[Cl:17]N1C(=O)CCC1=O. Product: [Cl:17]/[C:7](=[N:6]\[NH:5][CH2:4][C:3]1[CH:13]=[CH:14][CH:15]=[CH:16][C:2]=1[F:1])/[C:8]([O:10][CH2:11][CH3:12])=[O:9]. The catalyst class is: 13.